From a dataset of NCI-60 drug combinations with 297,098 pairs across 59 cell lines. Regression. Given two drug SMILES strings and cell line genomic features, predict the synergy score measuring deviation from expected non-interaction effect. Drug 1: C1CN1P(=S)(N2CC2)N3CC3. Drug 2: CC1CCC2CC(C(=CC=CC=CC(CC(C(=O)C(C(C(=CC(C(=O)CC(OC(=O)C3CCCCN3C(=O)C(=O)C1(O2)O)C(C)CC4CCC(C(C4)OC)OCCO)C)C)O)OC)C)C)C)OC. Cell line: UACC62. Synergy scores: CSS=26.2, Synergy_ZIP=-6.35, Synergy_Bliss=-0.179, Synergy_Loewe=-0.684, Synergy_HSA=0.185.